Dataset: Forward reaction prediction with 1.9M reactions from USPTO patents (1976-2016). Task: Predict the product of the given reaction. (1) Given the reactants [C:1]([O:5][C:6]([N:8]1[C:16]2[CH:15]=[C:14](Cl)[N:13]=[CH:12][C:11]=2[C:10]([CH3:19])([CH3:18])[CH2:9]1)=[O:7])([CH3:4])([CH3:3])[CH3:2].[C:20](B1OC(C)(C)C(C)(C)O1)([CH3:22])=[CH2:21], predict the reaction product. The product is: [C:1]([O:5][C:6]([N:8]1[C:16]2[CH:15]=[C:14]([C:20]([CH3:22])=[CH2:21])[N:13]=[CH:12][C:11]=2[C:10]([CH3:19])([CH3:18])[CH2:9]1)=[O:7])([CH3:4])([CH3:3])[CH3:2]. (2) Given the reactants [CH3:1][O:2][CH2:3][C:4]([C:7]1[CH:12]=[CH:11][C:10]([N+:13]([O-])=O)=[CH:9][CH:8]=1)([CH3:6])[CH3:5], predict the reaction product. The product is: [CH3:1][O:2][CH2:3][C:4]([C:7]1[CH:8]=[CH:9][C:10]([NH2:13])=[CH:11][CH:12]=1)([CH3:6])[CH3:5]. (3) Given the reactants [C:1]([O:5][C:6](=[O:27])[NH:7][CH2:8][CH2:9][CH2:10][N:11]1[C:20]2[CH:19]=[CH:18][C:17]([Br:21])=[CH:16][C:15]=2[C:14]2[NH:22][N:23]=[C:24]([CH3:25])[C:13]=2[C:12]1=[O:26])([CH3:4])([CH3:3])[CH3:2].[O:28]1[CH:33]=[CH:32][CH2:31][CH2:30][CH2:29]1.C1(C)C=CC(S(O)(=O)=O)=CC=1, predict the reaction product. The product is: [C:1]([O:5][C:6](=[O:27])[NH:7][CH2:8][CH2:9][CH2:10][N:11]1[C:20]2[CH:19]=[CH:18][C:17]([Br:21])=[CH:16][C:15]=2[C:14]2=[N:22][N:23]([CH:29]3[CH2:30][CH2:31][CH2:32][CH2:33][O:28]3)[C:24]([CH3:25])=[C:13]2[C:12]1=[O:26])([CH3:3])([CH3:2])[CH3:4]. (4) Given the reactants [OH-:1].[Na+].OO.[C:5]([O:9][C:10]([N:12]1[CH2:16][CH2:15][CH2:14][C@H:13]1[CH2:17][NH:18][C:19]1[CH:24]=[CH:23][C:22]([C:25]2[CH:30]=[CH:29][CH:28]=[CH:27][CH:26]=2)=[CH:21][C:20]=1[O:31][C:32]1[CH:37]=[CH:36][C:35]([C:38]#[N:39])=[CH:34][CH:33]=1)=[O:11])([CH3:8])([CH3:7])[CH3:6], predict the reaction product. The product is: [C:5]([O:9][C:10]([N:12]1[CH2:16][CH2:15][CH2:14][C@H:13]1[CH2:17][NH:18][C:19]1[CH:24]=[CH:23][C:22]([C:25]2[CH:30]=[CH:29][CH:28]=[CH:27][CH:26]=2)=[CH:21][C:20]=1[O:31][C:32]1[CH:37]=[CH:36][C:35]([C:38](=[O:1])[NH2:39])=[CH:34][CH:33]=1)=[O:11])([CH3:8])([CH3:6])[CH3:7]. (5) The product is: [CH2:10]1[C:9]2[C:4](=[CH:5][CH:6]=[CH:7][CH:8]=2)[C@@H:3]([NH:11][C:12]([C:13]([NH:15][C:16]2[CH:21]=[CH:20][C:19]([Cl:22])=[C:18]([F:23])[CH:17]=2)=[O:14])=[O:24])[C@@H:2]1[N:1]=[C:31]([NH2:32])[NH2:26]. Given the reactants [NH2:1][C@@H:2]1[CH2:10][C:9]2[C:4](=[CH:5][CH:6]=[CH:7][CH:8]=2)[C@H:3]1[NH:11][C:12](=[O:24])[C:13]([NH:15][C:16]1[CH:21]=[CH:20][C:19]([Cl:22])=[C:18]([F:23])[CH:17]=1)=[O:14].Cl.[N:26]1([C:31](N)=[NH:32])C=CC=N1.C(N(CC)C(C)C)(C)C, predict the reaction product. (6) Given the reactants [CH:1]1([CH2:7][CH2:8][O:9][C:10]2[CH:11]=[C:12]([CH:16]=[CH:17][N:18]=2)[C:13]([OH:15])=O)[CH2:6][CH2:5][CH2:4][CH2:3][CH2:2]1.CCN=C=NCCCN(C)C.C1C=CC2N(O)N=NC=2C=1.Cl.[C:41]([O:45][C:46]([N:48]1[CH2:53][CH2:52][NH:51][CH2:50][CH2:49]1)=[O:47])([CH3:44])([CH3:43])[CH3:42], predict the reaction product. The product is: [CH:1]1([CH2:7][CH2:8][O:9][C:10]2[CH:11]=[C:12]([CH:16]=[CH:17][N:18]=2)[C:13]([N:51]2[CH2:50][CH2:49][N:48]([C:46]([O:45][C:41]([CH3:44])([CH3:43])[CH3:42])=[O:47])[CH2:53][CH2:52]2)=[O:15])[CH2:2][CH2:3][CH2:4][CH2:5][CH2:6]1. (7) The product is: [C:12]([C:10]1[CH:11]=[C:7]([NH:6][C:5]([NH:56][C@@H:49]2[C:50]3[C:55](=[CH:54][CH:53]=[CH:52][CH:51]=3)[C@@H:46]([O:45][C:42]3[CH:43]=[CH:44][C:39]4[N:40]([C:36]([N:31]5[CH2:32][CH2:33][CH2:34][CH2:35][C@@H:30]5[CH3:29])=[N:37][N:38]=4)[CH:41]=3)[CH2:47][CH2:48]2)=[O:26])[N:8]([C:16]2[CH:21]=[CH:20][CH:19]=[C:18]([O:22][CH2:23][CH2:24][OH:25])[CH:17]=2)[N:9]=1)([CH3:15])([CH3:14])[CH3:13]. Given the reactants ClC(Cl)(Cl)CO[C:5](=[O:26])[NH:6][C:7]1[N:8]([C:16]2[CH:21]=[CH:20][CH:19]=[C:18]([O:22][CH2:23][CH2:24][OH:25])[CH:17]=2)[N:9]=[C:10]([C:12]([CH3:15])([CH3:14])[CH3:13])[CH:11]=1.[CH3:29][C@H:30]1[CH2:35][CH2:34][CH2:33][CH2:32][N:31]1[C:36]1[N:40]2[CH:41]=[C:42]([O:45][C@@H:46]3[C:55]4[C:50](=[CH:51][CH:52]=[CH:53][CH:54]=4)[C@@H:49]([NH2:56])[CH2:48][CH2:47]3)[CH:43]=[CH:44][C:39]2=[N:38][N:37]=1.CCN(C(C)C)C(C)C, predict the reaction product. (8) Given the reactants [Br:1][C:2]1[CH:7]=[CH:6][C:5]([C:8]2[O:9][C:10]([CH3:16])=[C:11]([CH2:13][C:14]#N)[N:12]=2)=[CH:4][CH:3]=1.COCCO.[OH-:22].[K+].[OH2:24], predict the reaction product. The product is: [Br:1][C:2]1[CH:7]=[CH:6][C:5]([C:8]2[O:9][C:10]([CH3:16])=[C:11]([CH2:13][C:14]([OH:24])=[O:22])[N:12]=2)=[CH:4][CH:3]=1.